From a dataset of HIV replication inhibition screening data with 41,000+ compounds from the AIDS Antiviral Screen. Binary Classification. Given a drug SMILES string, predict its activity (active/inactive) in a high-throughput screening assay against a specified biological target. (1) The molecule is C=C=C(C)[Si](C)(C)C. The result is 0 (inactive). (2) The drug is Cc1c(C)c2c(c(N)c1C#N)C(=O)N(O)C2=O. The result is 0 (inactive).